From a dataset of Forward reaction prediction with 1.9M reactions from USPTO patents (1976-2016). Predict the product of the given reaction. (1) The product is: [CH3:30][NH:31][C:23]([C:21]1[CH:20]=[CH:19][C:16]2[N:17]([CH3:18])[C:13]([NH:12][C:10]3[S:11][C:7]4[CH:6]=[C:5]([S:2]([CH3:1])(=[O:3])=[O:4])[CH:27]=[CH:26][C:8]=4[N:9]=3)=[N:14][C:15]=2[CH:22]=1)=[O:25]. Given the reactants [CH3:1][S:2]([C:5]1[CH:27]=[CH:26][C:8]2[N:9]=[C:10]([NH:12][C:13]3[N:17]([CH3:18])[C:16]4[CH:19]=[CH:20][C:21]([C:23]([OH:25])=O)=[CH:22][C:15]=4[N:14]=3)[S:11][C:7]=2[CH:6]=1)(=[O:4])=[O:3].CN.[CH3:30][N:31](C(ON1N=NC2C=CC=CC1=2)=[N+](C)C)C.F[P-](F)(F)(F)(F)F.CCN(C(C)C)C(C)C, predict the reaction product. (2) Given the reactants [OH:1][C:2]1[CH:7]=[CH:6][C:5]([C:8]2[O:9][C:10]([CH3:22])=[C:11]([CH2:13][C:14]([N:16]3[CH2:20][CH2:19][CH2:18][C@H:17]3[CH3:21])=O)[N:12]=2)=[CH:4][CH:3]=1.Br.Br[CH2:25][C:26]1[CH:31]=[CH:30][CH:29]=[CH:28][N:27]=1.C([O-])([O-])=O.[Cs+].[Cs+], predict the reaction product. The product is: [CH3:22][C:10]1[O:9][C:8]([C:5]2[CH:6]=[CH:7][C:2]([O:1][CH2:25][C:26]3[CH:31]=[CH:30][CH:29]=[CH:28][N:27]=3)=[CH:3][CH:4]=2)=[N:12][C:11]=1[CH2:13][CH2:14][N:16]1[CH2:20][CH2:19][CH2:18][C@H:17]1[CH3:21]. (3) Given the reactants [CH2:1]([C:3]1[CH:4]=[C:5]([C:20]2[CH2:25][CH2:24][N:23]([C:26]([O:28][C:29]([CH3:32])([CH3:31])[CH3:30])=[O:27])[CH2:22][CH:21]=2)[CH:6]=[CH:7][C:8]=1[NH:9][C:10]1[N:15]=[CH:14][C:13]2[N:16]=[CH:17][N:18]([CH3:19])[C:12]=2[CH:11]=1)[CH3:2].[CH3:33][Si]([N-][Si](C)(C)C)(C)C.[Na+].IC, predict the reaction product. The product is: [CH2:1]([C:3]1[CH:4]=[C:5]([C:20]2[CH2:25][CH2:24][N:23]([C:26]([O:28][C:29]([CH3:31])([CH3:30])[CH3:32])=[O:27])[CH2:22][CH:21]=2)[CH:6]=[CH:7][C:8]=1[N:9]([CH3:33])[C:10]1[N:15]=[CH:14][C:13]2[N:16]=[CH:17][N:18]([CH3:19])[C:12]=2[CH:11]=1)[CH3:2]. (4) The product is: [F:19][C:2]([F:1])([F:20])[S:3]([O:6][C:7]1[CH:16]=[CH:15][C:14]2[C:9](=[CH:10][C:11]([OH:17])=[CH:12][CH:13]=2)[CH:8]=1)(=[O:4])=[O:5]. Given the reactants [F:1][C:2]([F:20])([F:19])[S:3]([O:6][C:7]1[CH:16]=[CH:15][C:14]2[C:9](=[CH:10][C:11]([O:17]C)=[CH:12][CH:13]=2)[CH:8]=1)(=[O:5])=[O:4].B(Br)(Br)Br, predict the reaction product. (5) Given the reactants [N:1]1[C:10]2[C:5](=[CH:6][N:7]=[CH:8][CH:9]=2)[CH:4]=[CH:3][C:2]=1[C:11]([OH:13])=O.O.ON1C2C=CC=CC=2N=N1.[CH2:25]([O:27][C:28]1[CH:35]=[CH:34][CH:33]=[CH:32][C:29]=1[CH2:30][NH2:31])[CH3:26].CCCCCC.C(OCC)(=O)C, predict the reaction product. The product is: [CH2:25]([O:27][C:28]1[CH:35]=[CH:34][CH:33]=[CH:32][C:29]=1[CH2:30][NH:31][C:11]([C:2]1[CH:3]=[CH:4][C:5]2[C:10](=[CH:9][CH:8]=[N:7][CH:6]=2)[N:1]=1)=[O:13])[CH3:26]. (6) Given the reactants Cl[C:2]1[CH:3]=[C:4]([N:8]2[N:12]=[N:11][C:10]([C:13]3[CH:18]=[CH:17][CH:16]=[CH:15][N:14]=3)=[N:9]2)[CH:5]=[CH:6][CH:7]=1.[Br:19]C1C=C(C=CC=1)N.N1C=CC=CC=1C=O, predict the reaction product. The product is: [Br:19][C:2]1[CH:3]=[C:4]([N:8]2[N:12]=[N:11][C:10]([C:13]3[CH:18]=[CH:17][CH:16]=[CH:15][N:14]=3)=[N:9]2)[CH:5]=[CH:6][CH:7]=1. (7) Given the reactants Br[C:2]1[CH:3]=[N:4][CH:5]=[C:6]([O:8][CH3:9])[CH:7]=1.C([Mg]Cl)(C)C.CN(C)[CH:17]=[O:18], predict the reaction product. The product is: [CH3:9][O:8][C:6]1[CH:5]=[N:4][CH:3]=[C:2]([CH:17]=[O:18])[CH:7]=1. (8) Given the reactants [CH3:1][O:2][C:3]([C@@H:5]([N:13]1[CH2:18][C:17]2[CH:19]=[CH:20][S:21][C:16]=2[CH2:15][CH2:14]1)[C:6]1[C:11]([Cl:12])=[CH:10][CH:9]=[CH:8][CH:7]=1)=[O:4].Cl.C(Cl)Cl.C(=O)([O-])[O-].[K+].[K+], predict the reaction product. The product is: [CH3:1][O:2][C:3]([C@@H:5]([N:13]1[CH2:18][C:17]2[CH:19]=[CH:20][S:21][C:16]=2[CH2:15][CH2:14]1)[C:6]1[CH:7]=[CH:8][CH:9]=[CH:10][C:11]=1[Cl:12])=[O:4]. (9) Given the reactants [NH2:1][C:2]1[C:9]([NH:10][C:11]2[CH:12]=[CH:13][C:14]3[C:18]4[CH:19]=[CH:20][CH:21]=[CH:22][C:17]=4[O:16][C:15]=3[CH:23]=2)=[CH:8][CH:7]=[CH:6][C:3]=1[C:4]#[N:5].[CH:24](OCC)(OCC)OCC.Cl, predict the reaction product. The product is: [CH:13]1[C:14]2[C:18]3[CH:19]=[CH:20][CH:21]=[CH:22][C:17]=3[O:16][C:15]=2[CH:23]=[C:11]([N:10]2[C:9]3[CH:8]=[CH:7][CH:6]=[C:3]([C:4]#[N:5])[C:2]=3[N:1]=[CH:24]2)[CH:12]=1.